Dataset: Forward reaction prediction with 1.9M reactions from USPTO patents (1976-2016). Task: Predict the product of the given reaction. (1) The product is: [C:1]([C:3]1[CH:12]=[CH:11][C:10]2[C:5](=[CH:6][CH:7]=[CH:8][CH:9]=2)[C:4]=1[C:13]1[C:22]2[C:17](=[CH:18][CH:19]=[CH:20][CH:21]=2)[CH:16]=[CH:15][C:14]=1[P:23]([C:25]1[CH:26]=[CH:27][CH:28]=[CH:29][CH:30]=1)([C:31]1[CH:36]=[CH:35][CH:34]=[CH:33][CH:32]=1)=[O:24])(=[O:40])[NH2:2]. Given the reactants [C:1]([C:3]1[CH:12]=[CH:11][C:10]2[C:5](=[CH:6][CH:7]=[CH:8][CH:9]=2)[C:4]=1[C:13]1[C:22]2[C:17](=[CH:18][CH:19]=[CH:20][CH:21]=2)[CH:16]=[CH:15][C:14]=1[P:23]([C:31]1[CH:36]=[CH:35][CH:34]=[CH:33][CH:32]=1)([C:25]1[CH:30]=[CH:29][CH:28]=[CH:27][CH:26]=1)=[O:24])#[N:2].OO.C(=O)([O-])[O-:40].[K+].[K+], predict the reaction product. (2) Given the reactants [C:1]([C:3]1[CH:4]=[C:5]([C:9](=O)[CH2:10][C:11]([O:13]CC)=O)[CH:6]=[CH:7][CH:8]=1)#[N:2].C(=O)([O-])[O-].[NH2:21][C:22]([NH2:24])=[NH2+:23].[NH2:21][C:22]([NH2:24])=[NH2+:23].Cl, predict the reaction product. The product is: [NH2:23][C:22]1[NH:24][C:11](=[O:13])[CH:10]=[C:9]([C:5]2[CH:4]=[C:3]([CH:8]=[CH:7][CH:6]=2)[C:1]#[N:2])[N:21]=1.